From a dataset of Reaction yield outcomes from USPTO patents with 853,638 reactions. Predict the reaction yield, written as a fraction of the theoretical maximum amount of product (1.0 means a 100% yield; for example, 0.34 means a 34% yield). (1) The reactants are [OH:1][C:2]1[CH:3]=[C:4]([CH:9]=[CH:10][CH:11]=1)[C:5]([O:7][CH3:8])=[O:6].Br[CH2:13][C:14]#[N:15].C(=O)([O-])[O-].[K+].[K+].C(=O)([O-])O.[Na+]. The yield is 0.860. The product is [C:14]([CH2:13][O:1][C:2]1[CH:3]=[C:4]([CH:9]=[CH:10][CH:11]=1)[C:5]([O:7][CH3:8])=[O:6])#[N:15]. The catalyst is CC(C)=O. (2) The reactants are ClC1N=C(NCC#C)N=C(NCC#C)N=1.Cl.CONC.[CH3:21][O:22][N:23]([CH3:38])[C:24]1[N:29]=[C:28]([NH:30][CH2:31][CH2:32][CH3:33])[N:27]=[C:26]([NH:34][CH2:35][C:36]#[CH:37])[N:25]=1. No catalyst specified. The product is [CH2:31]([NH:30][C:28]1[N:27]=[C:26]([NH:34][CH2:35][C:36]#[CH:37])[N:25]=[C:24]([N:23]([CH3:38])[O:22][CH3:21])[N:29]=1)[C:32]#[CH:33]. The yield is 0.780. (3) The yield is 0.150. The product is [NH2:1][C:2]1[N:3]([CH3:24])[C:4](=[O:23])[C:5]2([C:15]3[C:10](=[CH:11][CH:12]=[C:13]([C:31]4[CH:32]=[CH:33][C:28]([CH2:27][O:26][CH3:25])=[CH:29][CH:30]=4)[CH:14]=3)[O:9][CH:8]([C:17]3[CH:22]=[CH:21][CH:20]=[CH:19][CH:18]=3)[CH2:7]2)[N:6]=1. The reactants are [NH2:1][C:2]1[N:3]([CH3:24])[C:4](=[O:23])[C:5]2([C:15]3[C:10](=[CH:11][CH:12]=[C:13](Br)[CH:14]=3)[O:9][CH:8]([C:17]3[CH:22]=[CH:21][CH:20]=[CH:19][CH:18]=3)[CH2:7]2)[N:6]=1.[CH3:25][O:26][CH2:27][C:28]1[CH:33]=[CH:32][C:31](B(O)O)=[CH:30][CH:29]=1. The catalyst is O1CCOCC1.C([O-])([O-])=O.[Cs+].[Cs+].Cl[Pd](Cl)([P](C1C=CC=CC=1)(C1C=CC=CC=1)C1C=CC=CC=1)[P](C1C=CC=CC=1)(C1C=CC=CC=1)C1C=CC=CC=1. (4) The reactants are [CH3:1][CH2:2][C@@H:3]([C:51]([OH:53])=[O:52])[C@@H:4]1[O:9][C@@H:8]([C@H:10]([C@H:12]([OH:49])[C@@H:13]([C:15]([C@@H:17]([C@H:20]2[O:25][C@@:24]3([O:30][C@:29]4([O:34][C@@:33]([C@@H:36]5[O:41][C@@H:40]([CH3:42])[C@@:39]([OH:45])([CH2:43][CH3:44])[CH2:38][CH2:37]5)([CH3:35])[CH2:32][CH2:31]4)[C@H:28]([OH:46])[CH:27]=[CH:26]3)[C@H:23]([CH3:47])[CH2:22][C@@H:21]2[CH3:48])[CH2:18][CH3:19])=[O:16])[CH3:14])[CH3:11])[C@@H:7]([CH3:50])[CH2:6][CH2:5]1.[CH3:54][NH:55][CH3:56].C1CN([P+](Br)(N2CCCC2)N2CCCC2)CC1.F[P-](F)(F)(F)(F)F. The catalyst is C(Cl)Cl.C(OCC)(=O)C. The product is [CH3:1][CH2:2][C@@H:3]([C:51]([OH:53])=[O:52])[C@@H:4]1[O:9][C@@H:8]([C@H:10]([C@H:12]([OH:49])[C@@H:13]([C:15]([C@@H:17]([C@H:20]2[O:25][C@@:24]3([O:30][C@:29]4([O:34][C@@:33]([C@@H:36]5[O:41][C@@H:40]([CH3:42])[C@@:39]([OH:45])([CH2:43][CH3:44])[CH2:38][CH2:37]5)([CH3:35])[CH2:32][CH2:31]4)[C@H:28]([OH:46])[CH:27]=[CH:26]3)[C@H:23]([CH3:47])[CH2:22][C@@H:21]2[CH3:48])[CH2:18][CH3:19])=[O:16])[CH3:14])[CH3:11])[C@@H:7]([CH3:50])[CH2:6][CH2:5]1.[CH3:54][N-:55][CH3:56]. The yield is 0.380. (5) The reactants are [CH3:1][N:2]1[CH2:7][CH2:6][NH:5][CH2:4][CH2:3]1.Cl[C:9]1[C:14]([N+:15]([O-:17])=[O:16])=[CH:13][N:12]=[C:11]([NH2:18])[CH:10]=1.CCN(C(C)C)C(C)C. The catalyst is C1COCC1. The product is [CH3:1][N:2]1[CH2:7][CH2:6][N:5]([C:9]2[C:14]([N+:15]([O-:17])=[O:16])=[CH:13][N:12]=[C:11]([NH2:18])[CH:10]=2)[CH2:4][CH2:3]1. The yield is 0.650. (6) The reactants are [ClH:1].CO[C:4](=O)[CH:5]([NH2:9])[CH2:6][C:7]#[CH:8].[N:11]#[C:12][NH2:13]. No catalyst specified. The product is [ClH:1].[CH2:6]([C:5]1[N:9]=[C:12]([NH2:13])[NH:11][CH:4]=1)[C:7]#[CH:8]. The yield is 0.590. (7) The reactants are O1CCCCC1[N:7]1[C:15]2[C:10](=[CH:11][C:12]([C:16]3[N:20]=[CH:19][N:18](C(C4C=CC=CC=4)(C4C=CC=CC=4)C4C=CC=CC=4)[N:17]=3)=[CH:13][CH:14]=2)[C:9]([C:40]2[CH:45]=[CH:44][C:43]([NH2:46])=[CH:42][CH:41]=2)=[N:8]1.Cl.[C:48](Cl)(=O)[C:49]1[CH:54]=[CH:53][CH:52]=[N:51][CH:50]=1.C(N(CC)CC)C.[O:64]1CCC[CH2:65]1. No catalyst specified. The product is [NH:18]1[CH:19]=[N:20][C:16]([C:12]2[CH:11]=[C:10]3[C:15](=[CH:14][CH:13]=2)[NH:7][N:8]=[C:9]3[C:40]2[CH:45]=[CH:44][C:43]([NH:46][C:65](=[O:64])[CH2:48][C:49]3[CH:50]=[N:51][CH:52]=[CH:53][CH:54]=3)=[CH:42][CH:41]=2)=[N:17]1. The yield is 0.560. (8) The catalyst is ClCCl.O. The yield is 0.810. The reactants are C[O:2][CH2:3][CH2:4][NH:5][C:6]1[C:7]([C:11]2[N:15]([C:16]3[CH:21]=[CH:20][CH:19]=[C:18]([C:22]([F:25])([F:24])[F:23])[CH:17]=3)[C:14](=[O:26])[O:13][N:12]=2)=[N:8][O:9][N:10]=1.B(Br)(Br)Br.C(=O)(O)[O-].[Na+].C(OCC)(=O)C. The product is [OH:2][CH2:3][CH2:4][NH:5][C:6]1[C:7]([C:11]2[N:15]([C:16]3[CH:21]=[CH:20][CH:19]=[C:18]([C:22]([F:24])([F:23])[F:25])[CH:17]=3)[C:14](=[O:26])[O:13][N:12]=2)=[N:8][O:9][N:10]=1. (9) The reactants are Cl[C:2]1[C:11]([N:12]([CH3:16])[CH:13]([CH3:15])[CH3:14])=[N:10][C:9]2[C:4](=[CH:5][CH:6]=[C:7]([C:17]([O:19][CH3:20])=[O:18])[CH:8]=2)[N:3]=1.CC1(C)C(C)(C)OB([C:29]2[CH:30]=[CH:31][C:32]3[O:36][CH:35]=[C:34]([CH3:37])[C:33]=3[CH:38]=2)O1.[O-]P([O-])([O-])=O.[K+].[K+].[K+]. The product is [CH3:16][N:12]([CH:13]([CH3:15])[CH3:14])[C:11]1[C:2]([C:29]2[CH:30]=[CH:31][C:32]3[O:36][CH:35]=[C:34]([CH3:37])[C:33]=3[CH:38]=2)=[N:3][C:4]2[C:9]([N:10]=1)=[CH:8][C:7]([C:17]([O:19][CH3:20])=[O:18])=[CH:6][CH:5]=2. The yield is 0.630. The catalyst is O1CCOCC1.O.C1C=CC([P]([Pd]([P](C2C=CC=CC=2)(C2C=CC=CC=2)C2C=CC=CC=2)([P](C2C=CC=CC=2)(C2C=CC=CC=2)C2C=CC=CC=2)[P](C2C=CC=CC=2)(C2C=CC=CC=2)C2C=CC=CC=2)(C2C=CC=CC=2)C2C=CC=CC=2)=CC=1.